The task is: Predict which catalyst facilitates the given reaction.. This data is from Catalyst prediction with 721,799 reactions and 888 catalyst types from USPTO. (1) Reactant: [O:1]=[S:2]1(=[O:33])[CH2:7][CH2:6][N:5]([CH2:8][C:9]2[CH:14]=[CH:13][C:12]([NH:15][C:16]([C:18]3[CH:23]=[CH:22][C:21]([C:24]4[CH:29]=[C:28]([CH:30]=O)[CH:27]=[CH:26][C:25]=4[CH3:32])=[CH:20][CH:19]=3)=[O:17])=[CH:11][CH:10]=2)[CH2:4][CH2:3]1.[Br:34][C:35]1[CH:36]=[C:37]([CH:39]=[CH:40][CH:41]=1)[NH2:38].C(O[BH-](OC(=O)C)OC(=O)C)(=O)C.[Na+].C(O)(=O)C. Product: [O:33]=[S:2]1(=[O:1])[CH2:7][CH2:6][N:5]([CH2:8][C:9]2[CH:10]=[CH:11][C:12]([NH:15][C:16]([C:18]3[CH:19]=[CH:20][C:21]([C:24]4[CH:29]=[C:28]([CH2:30][NH:38][C:37]5[CH:39]=[CH:40][CH:41]=[C:35]([Br:34])[CH:36]=5)[CH:27]=[CH:26][C:25]=4[CH3:32])=[CH:22][CH:23]=3)=[O:17])=[CH:13][CH:14]=2)[CH2:4][CH2:3]1. The catalyst class is: 4. (2) Reactant: [N:1]1([C:20]([O:22][C:23]([CH3:26])([CH3:25])[CH3:24])=[O:21])[CH2:6][CH2:5][C:4]2([C:15]3[C:10](=[CH:11][CH:12]=[CH:13][CH:14]=3)[C:9]([C:16]([O:18]C)=[O:17])=[CH:8][CH2:7]2)[CH2:3][CH2:2]1.[OH-].[Na+].Cl. Product: [C:23]([O:22][C:20]([N:1]1[CH2:6][CH2:5][C:4]2([C:15]3[C:10](=[CH:11][CH:12]=[CH:13][CH:14]=3)[C:9]([C:16]([OH:18])=[O:17])=[CH:8][CH2:7]2)[CH2:3][CH2:2]1)=[O:21])([CH3:26])([CH3:24])[CH3:25]. The catalyst class is: 5.